Dataset: Reaction yield outcomes from USPTO patents with 853,638 reactions. Task: Predict the reaction yield, written as a fraction of the theoretical maximum amount of product (1.0 means a 100% yield; for example, 0.34 means a 34% yield). (1) The reactants are [CH:1]1[CH:6]=[CH:5][C:4]([C:7]2[C:12]([N:13]=[C:14]=[O:15])=[CH:11][CH:10]=[CH:9][CH:8]=2)=[CH:3][CH:2]=1.[C:16]([C:20]1[CH:27]=[CH:26][C:23]([CH2:24][NH2:25])=[CH:22][CH:21]=1)([CH3:19])([CH3:18])[CH3:17].[C:28](Cl)(=[O:33])[CH2:29][C:30](Cl)=[O:31]. The catalyst is ClCCl. The product is [C:7]1([C:4]2[CH:3]=[CH:2][CH:1]=[CH:6][CH:5]=2)[CH:8]=[CH:9][CH:10]=[CH:11][C:12]=1[N:13]1[C:30](=[O:31])[CH2:29][C:28](=[O:33])[N:25]([CH2:24][C:23]2[CH:22]=[CH:21][C:20]([C:16]([CH3:19])([CH3:17])[CH3:18])=[CH:27][CH:26]=2)[C:14]1=[O:15]. The yield is 0.870. (2) The reactants are [F:1][C:2]1[CH:11]=[C:10]2[C:5]([CH:6]=[CH:7][C:8](=[O:12])[NH:9]2)=[CH:4][CH:3]=1.[F:13][C:14]([F:27])([F:26])[S:15](O[S:15]([C:14]([F:27])([F:26])[F:13])(=[O:17])=[O:16])(=[O:17])=[O:16]. The catalyst is N1C=CC=CC=1. The product is [F:13][C:14]([F:27])([F:26])[S:15]([O:12][C:8]1[CH:7]=[CH:6][C:5]2[C:10](=[CH:11][C:2]([F:1])=[CH:3][CH:4]=2)[N:9]=1)(=[O:17])=[O:16]. The yield is 0.860. (3) The reactants are [CH2:1]([C:9]1[CH:14]=[CH:13][C:12]([OH:15])=[CH:11][CH:10]=1)[CH2:2][CH2:3][CH2:4][CH2:5][CH2:6][CH2:7][CH3:8].[I:16]I. The catalyst is C(Cl)Cl. The product is [I:16][C:13]1[CH:14]=[C:9]([CH2:1][CH2:2][CH2:3][CH2:4][CH2:5][CH2:6][CH2:7][CH3:8])[CH:10]=[CH:11][C:12]=1[OH:15]. The yield is 0.870. (4) The reactants are [OH:1][C:2]1[C:3]2[N:13]([C:14]3[CH:19]=[CH:18][C:17](B4OC(C)(C)C(C)(C)O4)=[CH:16][CH:15]=3)[CH:12]=[CH:11][C:4]=2[NH:5][C:6](=[O:10])[C:7]=1[C:8]#[N:9].Br[C:30]1[CH:34]=[CH:33][S:32][CH:31]=1.C(=O)([O-])[O-].[Cs+].[Cs+].O1CCOCC1. The catalyst is CC#N.C1C=CC([P]([Pd]([P](C2C=CC=CC=2)(C2C=CC=CC=2)C2C=CC=CC=2)([P](C2C=CC=CC=2)(C2C=CC=CC=2)C2C=CC=CC=2)[P](C2C=CC=CC=2)(C2C=CC=CC=2)C2C=CC=CC=2)(C2C=CC=CC=2)C2C=CC=CC=2)=CC=1.C(O)C.O. The product is [OH:1][C:2]1[C:3]2[N:13]([C:14]3[CH:15]=[CH:16][C:17]([C:30]4[CH:34]=[CH:33][S:32][CH:31]=4)=[CH:18][CH:19]=3)[CH:12]=[CH:11][C:4]=2[NH:5][C:6](=[O:10])[C:7]=1[C:8]#[N:9]. The yield is 0.566. (5) The reactants are [H-].[Al+3].[Li+].[H-].[H-].[H-].CCOCC.[Cl-].[Cl-].[Cl-].[Al+3].[F:16][C:17]1[CH:22]=[C:21]([CH:23]=[CH:24][N+:25]([O-])=O)[CH:20]=[C:19]([F:28])[C:18]=1[OH:29]. The catalyst is C1COCC1. The product is [NH2:25][CH2:24][CH2:23][C:21]1[CH:20]=[C:19]([F:28])[C:18]([OH:29])=[C:17]([F:16])[CH:22]=1. The yield is 0.870. (6) The reactants are [Br:1][CH2:2][CH2:3][CH2:4][C:5]([CH3:12])([CH3:11])[C:6](OCC)=[O:7].[Li+].[BH4-].CO. The catalyst is C(Cl)Cl. The product is [Br:1][CH2:2][CH2:3][CH2:4][C:5]([CH3:12])([CH3:11])[CH2:6][OH:7]. The yield is 1.00. (7) The reactants are [C:1]([C:5]1[CH:44]=[CH:43][C:8]([C:9]([NH:11][C@@H:12]([CH2:17][C:18]2[CH:23]=[CH:22][C:21]([C:24]3[N:28]=[C:27]([C:29]4[CH:34]=[CH:33][C:32]([O:35][CH2:36][CH2:37][CH2:38][CH2:39][CH2:40][CH2:41][CH3:42])=[CH:31][CH:30]=4)[O:26][N:25]=3)=[CH:20][CH:19]=2)[C:13]([O:15]C)=[O:14])=[O:10])=[CH:7][CH:6]=1)([CH3:4])([CH3:3])[CH3:2].[OH-].[Na+]. The catalyst is CO. The product is [C:1]([C:5]1[CH:44]=[CH:43][C:8]([C:9]([NH:11][C@@H:12]([CH2:17][C:18]2[CH:23]=[CH:22][C:21]([C:24]3[N:28]=[C:27]([C:29]4[CH:30]=[CH:31][C:32]([O:35][CH2:36][CH2:37][CH2:38][CH2:39][CH2:40][CH2:41][CH3:42])=[CH:33][CH:34]=4)[O:26][N:25]=3)=[CH:20][CH:19]=2)[C:13]([OH:15])=[O:14])=[O:10])=[CH:7][CH:6]=1)([CH3:3])([CH3:2])[CH3:4]. The yield is 0.310. (8) The reactants are Br[C:2]1[N:3]=[C:4]([C:20]2[CH:25]=[CH:24][N:23]=[C:22]([NH:26][C:27](=[O:29])[CH3:28])[CH:21]=2)[S:5][C:6]=1[C:7]1[N:11]([CH2:12][O:13][CH2:14][CH2:15][Si:16]([CH3:19])([CH3:18])[CH3:17])[N:10]=[CH:9][N:8]=1.[Cl-].[Cl:31][C:32]1[CH:39]=[CH:38][C:35]([CH2:36][Zn+])=[CH:34][CH:33]=1. The catalyst is O1CCCC1.CC(C)([P](C(C)(C)C)([Pd][P](C(C)(C)C)(C(C)(C)C)C(C)(C)C)C(C)(C)C)C. The product is [Cl:31][C:32]1[CH:39]=[CH:38][C:35]([CH2:36][C:2]2[N:3]=[C:4]([C:20]3[CH:25]=[CH:24][N:23]=[C:22]([NH:26][C:27](=[O:29])[CH3:28])[CH:21]=3)[S:5][C:6]=2[C:7]2[N:11]([CH2:12][O:13][CH2:14][CH2:15][Si:16]([CH3:19])([CH3:18])[CH3:17])[N:10]=[CH:9][N:8]=2)=[CH:34][CH:33]=1. The yield is 0.350. (9) The reactants are CCCCCCCCCC[CH2:11][CH2:12][O:13]S([O-])(=O)=O.[Na+].[OH:19][CH2:20][CH:21](CO)O.C(S)[C@@H](O)[C@H](O)CS.C1C=CC2S(=O)(=O)OC(C3C=C(Br)C(O)=C(Br)C=3)(C3C=C(Br)C(O)=C(Br)C=3)C=2C=1.[CH2:62]([OH:69])[C:63]([NH2:68])([CH2:66][OH:67])[CH2:64][OH:65]. No catalyst specified. The product is [CH2:21]([N:68]([C:63]([CH2:66][OH:67])([CH2:64][OH:65])[CH2:62][OH:69])[CH2:11][CH2:12][OH:13])[CH2:20][OH:19]. The yield is 0.100. (10) The reactants are Cl[C:2]1[N:10]2[C:6](=[N:7][C:8]3[CH:14]=[CH:13][CH:12]=[CH:11][C:9]=32)[C:5]([C:15]#[N:16])=[C:4]([CH3:17])[C:3]=1[C:18]1[CH:23]=[CH:22][CH:21]=[CH:20][CH:19]=1.C(O[C:29]([NH:31][C@H:32]1[C@@H:36]([CH2:37][OH:38])[CH2:35][NH:34][CH2:33]1)=O)(C)(C)C.Cl.[OH-].[Na+].[C:42](=O)(O)[O-].[Na+].C=O.[B-]C#N.[Na+]. The catalyst is C(O)(=O)C.C(N(CC)CC)C.CS(C)=O. The product is [OH:38][CH2:37][C@H:36]1[CH2:35][N:34]([C:2]2[N:10]3[C:6](=[N:7][C:8]4[CH:14]=[CH:13][CH:12]=[CH:11][C:9]=43)[C:5]([C:15]#[N:16])=[C:4]([CH3:17])[C:3]=2[C:18]2[CH:23]=[CH:22][CH:21]=[CH:20][CH:19]=2)[CH2:33][C@H:32]1[N:31]([CH3:42])[CH3:29]. The yield is 0.330.